Dataset: Forward reaction prediction with 1.9M reactions from USPTO patents (1976-2016). Task: Predict the product of the given reaction. The product is: [NH2:47][C:44]1[S:45][CH:46]=[C:42](/[C:12](=[N:11]/[O:10][C:7]([CH3:9])([CH3:8])[C:6]([OH:55])=[O:5])/[C:13]([NH:15][C@@H:16]2[C:17](=[O:41])[N:18]([S:37]([OH:40])(=[O:39])=[O:38])[C@@H:19]2[CH2:20][N:21]2[CH2:25][C@@H:24]([CH2:26][OH:27])[O:23][C:22]2=[O:36])=[O:14])[N:43]=1. Given the reactants C([O:5][C:6](=[O:55])[C:7]([O:10]/[N:11]=[C:12](/[C:42]1[N:43]=[C:44]([NH:47]C(OC(C)(C)C)=O)[S:45][CH:46]=1)\[C:13]([NH:15][C@H:16]1[C@@H:19]([CH2:20][N:21]2[CH2:25][C@@H:24]([CH2:26][O:27]COCC[Si](C)(C)C)[O:23][C:22]2=[O:36])[N:18]([S:37]([OH:40])(=[O:39])=[O:38])[C:17]1=[O:41])=[O:14])([CH3:9])[CH3:8])(C)(C)C.C(O)(C(F)(F)F)=O, predict the reaction product.